From a dataset of Full USPTO retrosynthesis dataset with 1.9M reactions from patents (1976-2016). Predict the reactants needed to synthesize the given product. (1) Given the product [F:1][C@@H:2]1[CH2:6][N:5]([CH2:7][C:8]2[CH:13]=[CH:12][CH:11]=[C:10]([C:14]([F:17])([F:15])[F:16])[CH:9]=2)[C@@H:4]([C:18]([O-:20])=[O:19])[CH2:3]1.[Li+:32], predict the reactants needed to synthesize it. The reactants are: [F:1][C@@H:2]1[CH2:6][N:5]([CH2:7][C:8]2[CH:13]=[CH:12][CH:11]=[C:10]([C:14]([F:17])([F:16])[F:15])[CH:9]=2)[C@@H:4]([C:18]([O:20]CC2C=CC=C(C(F)(F)F)C=2)=[O:19])[CH2:3]1.[Li+:32].[OH-]. (2) Given the product [CH3:3][N:4]([CH2:6][CH2:7][CH:8]([O:14][C:15]1[C:24]2[C:19](=[CH:20][CH:21]=[CH:22][CH:23]=2)[CH:18]=[CH:17][CH:16]=1)[C:9]1[S:10][CH:11]=[CH:12][CH:13]=1)[CH3:5], predict the reactants needed to synthesize it. The reactants are: [OH-].[K+].[CH3:3][N:4]([CH2:6][CH2:7][C@@H:8]([O:14][C:15]1[C:24]2[C:19](=[CH:20][CH:21]=[CH:22][CH:23]=2)[CH:18]=[CH:17][CH:16]=1)[C:9]1[S:10][CH:11]=[CH:12][CH:13]=1)[CH3:5]. (3) Given the product [Cl:31][C:32]1[CH:37]=[C:36]([O:38][C:39]([F:41])([F:40])[F:42])[CH:35]=[C:34]([Cl:43])[C:33]=1[NH:44][C:45]([NH:1][C:2]1[C:3]([C:12]([NH:14][C@H:15]([C:24]([O:26][C:27]([CH3:30])([CH3:29])[CH3:28])=[O:25])[CH2:16][C:17]([O:19][C:20]([CH3:22])([CH3:23])[CH3:21])=[O:18])=[O:13])=[CH:4][C:5]2[C:10]([CH:11]=1)=[CH:9][CH:8]=[CH:7][CH:6]=2)=[O:46], predict the reactants needed to synthesize it. The reactants are: [NH2:1][C:2]1[C:3]([C:12]([NH:14][C@H:15]([C:24]([O:26][C:27]([CH3:30])([CH3:29])[CH3:28])=[O:25])[CH2:16][C:17]([O:19][C:20]([CH3:23])([CH3:22])[CH3:21])=[O:18])=[O:13])=[CH:4][C:5]2[C:10]([CH:11]=1)=[CH:9][CH:8]=[CH:7][CH:6]=2.[Cl:31][C:32]1[CH:37]=[C:36]([O:38][C:39]([F:42])([F:41])[F:40])[CH:35]=[C:34]([Cl:43])[C:33]=1[N:44]=[C:45]=[O:46]. (4) The reactants are: Br[C:2]1[N:7]=[N:6][C:5]([NH2:8])=[N:4][C:3]=1[C:9]1[CH:14]=[CH:13][CH:12]=[CH:11][CH:10]=1.[CH3:15][O:16][C:17]1[CH:22]=[CH:21][C:20]([OH:23])=[CH:19][CH:18]=1. Given the product [CH3:15][O:16][C:17]1[CH:22]=[CH:21][C:20]([O:23][C:2]2[N:7]=[N:6][C:5]([NH2:8])=[N:4][C:3]=2[C:9]2[CH:14]=[CH:13][CH:12]=[CH:11][CH:10]=2)=[CH:19][CH:18]=1, predict the reactants needed to synthesize it. (5) Given the product [CH3:11][C:5]1[NH:6][C:7]2[CH:8]=[CH:9][CH:10]=[C:2]([C:12]#[N:13])[C:3]=2[CH:4]=1, predict the reactants needed to synthesize it. The reactants are: Br[C:2]1[CH:10]=[CH:9][CH:8]=[C:7]2[C:3]=1[CH:4]=[C:5]([CH3:11])[NH:6]2.[CH3:12][N:13]1C(=O)CCC1. (6) Given the product [ClH:21].[ClH:21].[N:16]1([CH2:15][CH2:14][O:13][C:12]2[CH:11]=[C:10]3[C:5]([C:6]([CH:28]4[C:27]5[C:31](=[CH:32][C:24]([C:22]#[N:23])=[CH:25][CH:26]=5)[NH:30][C:29]4=[O:33])=[N:7][CH:8]=[N:9]3)=[CH:4][C:3]=2[O:2][CH3:1])[CH:20]=[CH:19][N:18]=[CH:17]1, predict the reactants needed to synthesize it. The reactants are: [CH3:1][O:2][C:3]1[CH:4]=[C:5]2[C:10](=[CH:11][C:12]=1[O:13][CH2:14][CH2:15][N:16]1[CH:20]=[CH:19][N:18]=[CH:17]1)[N:9]=[CH:8][N:7]=[C:6]2[Cl:21].[C:22]([C:24]1[CH:32]=[C:31]2[C:27]([CH2:28][C:29](=[O:33])[NH:30]2)=[CH:26][CH:25]=1)#[N:23]. (7) Given the product [CH2:1]([C:8]1[CH:13]=[C:12]2[C:11](=[CH:10][CH:9]=1)[O:14][C:22](=[O:23])[CH:21]=[C:19]2[C:15]([F:18])([F:17])[F:16])[C:2]1[CH:3]=[CH:4][CH:5]=[CH:6][CH:7]=1, predict the reactants needed to synthesize it. The reactants are: [CH2:1]([C:8]1[CH:13]=[CH:12][C:11]([OH:14])=[CH:10][CH:9]=1)[C:2]1[CH:7]=[CH:6][CH:5]=[CH:4][CH:3]=1.[C:15]([C:19]([CH2:21][C:22](OCC)=[O:23])=O)([F:18])([F:17])[F:16].CS(O)(=O)=O. (8) Given the product [CH2:21]([O:20][C:18]([N:15]1[CH2:16][CH2:17][C:11]2[C:10]([NH:39][CH2:38][C:36]3[CH:35]=[N:34][N:33]([CH3:32])[CH:37]=3)=[N:9][C:8]([CH2:1][C:2]3[CH:7]=[CH:6][CH:5]=[CH:4][CH:3]=3)=[N:23][C:12]=2[CH2:13][CH2:14]1)=[O:19])[CH3:22], predict the reactants needed to synthesize it. The reactants are: [CH2:1]([C:8]1[N:9]=[C:10](Cl)[C:11]2[CH2:17][CH2:16][N:15]([C:18]([O:20][CH2:21][CH3:22])=[O:19])[CH2:14][CH2:13][C:12]=2[N:23]=1)[C:2]1[CH:7]=[CH:6][CH:5]=[CH:4][CH:3]=1.C(N(CC)CC)C.[CH3:32][N:33]1[CH:37]=[C:36]([CH2:38][NH2:39])[CH:35]=[N:34]1. (9) Given the product [NH:28]1[CH:27]=[C:26]([C:22]2[CH:21]=[C:20]3[C:25](=[CH:24][CH:23]=2)[N:17]([CH2:16][CH:12]2[CH2:13][CH2:14][CH2:15][N:9]([C:7]([CH:1]4[CH2:6][CH2:5][CH2:4][CH2:3][CH2:2]4)=[O:8])[CH2:10][CH2:11]2)[CH:18]=[CH:19]3)[CH:30]=[N:29]1, predict the reactants needed to synthesize it. The reactants are: [CH:1]1([C:7]([N:9]2[CH2:15][CH2:14][CH2:13][CH:12]([CH2:16][N:17]3[C:25]4[C:20](=[CH:21][C:22]([C:26]5[CH:27]=[N:28][N:29](C6CCCCO6)[CH:30]=5)=[CH:23][CH:24]=4)[CH:19]=[CH:18]3)[CH2:11][CH2:10]2)=[O:8])[CH2:6][CH2:5][CH2:4][CH2:3][CH2:2]1.C(O)(C(F)(F)F)=O.CO.ClCCl.